This data is from Full USPTO retrosynthesis dataset with 1.9M reactions from patents (1976-2016). The task is: Predict the reactants needed to synthesize the given product. (1) The reactants are: Cl.[NH2:2][CH2:3][CH2:4][CH2:5][CH2:6][N:7]1[C:11](=[O:12])[NH:10][NH:9][C:8]1=[O:13].COC(N1[C:22](=[O:23])[CH:21]=[CH:20][C:19]1=[O:24])=O. Given the product [O:23]=[C:22]1[CH:21]=[CH:20][C:19](=[O:24])[N:2]1[CH2:3][CH2:4][CH2:5][CH2:6][N:7]1[C:8](=[O:13])[NH:9][NH:10][C:11]1=[O:12], predict the reactants needed to synthesize it. (2) Given the product [C:1]([O-:20])(=[O:19])[CH2:2][CH2:3][CH2:4][CH2:5][CH2:6][CH2:7][CH2:8][CH2:9][CH2:10][CH2:11][CH2:12][CH2:13][CH2:14][CH2:15][CH2:16][CH2:17][CH3:18].[Sr+2:30].[C:1]([O-:20])(=[O:19])[CH2:2][CH2:3][CH2:4][CH2:5][CH2:6][CH2:7][CH2:8][CH2:9][CH2:10][CH2:11][CH2:12][CH2:13][CH2:14][CH2:15][CH2:16][CH2:17][CH3:18], predict the reactants needed to synthesize it. The reactants are: [C:1]([OH:20])(=[O:19])[CH2:2][CH2:3][CH2:4][CH2:5][CH2:6][CH2:7][CH2:8][CH2:9][CH2:10][CH2:11][CH2:12][CH2:13][CH2:14][CH2:15][CH2:16][CH2:17][CH3:18].[OH-].[Na+].O.O.O.O.O.O.[Cl-].[Sr+2:30].[Cl-].